This data is from Reaction yield outcomes from USPTO patents with 853,638 reactions. The task is: Predict the reaction yield, written as a fraction of the theoretical maximum amount of product (1.0 means a 100% yield; for example, 0.34 means a 34% yield). (1) The reactants are [Cl:1][CH2:2][CH2:3][CH2:4][O:5][C:6]1[CH:15]=[CH:14][C:9]([C:10]([O:12][CH3:13])=[O:11])=[CH:8][C:7]=1[O:16][CH3:17].[N:18]([O-:20])=[O:19].[Na+].C(O)(=O)C.[N+]([O-])(O)=O. The catalyst is O. The product is [CH3:17][O:16][C:7]1[C:6]([O:5][CH2:4][CH2:3][CH2:2][Cl:1])=[CH:15][C:14]([N+:18]([O-:20])=[O:19])=[C:9]([CH:8]=1)[C:10]([O:12][CH3:13])=[O:11]. The yield is 0.920. (2) The reactants are [CH:1]([C:3]1[N:4]([CH2:9][C:10]([O:12][CH2:13][CH3:14])=[O:11])[CH:5]=[C:6](I)[CH:7]=1)=[O:2].P([O-])([O-])([O-])=O.[K+].[K+].[K+].[C:23]1(B(O)O)[CH:28]=[CH:27][CH:26]=[CH:25][CH:24]=1. The catalyst is CN(C)C=O.Cl[Pd](Cl)([P](C1C=CC=CC=1)(C1C=CC=CC=1)C1C=CC=CC=1)[P](C1C=CC=CC=1)(C1C=CC=CC=1)C1C=CC=CC=1. The product is [CH:1]([C:3]1[N:4]([CH2:9][C:10]([O:12][CH2:13][CH3:14])=[O:11])[CH:5]=[C:6]([C:23]2[CH:28]=[CH:27][CH:26]=[CH:25][CH:24]=2)[CH:7]=1)=[O:2]. The yield is 0.270. (3) The reactants are [CH:1]([C:3]1[S:4][CH:5]=[CH:6][C:7]=1[O:8][CH2:9][CH:10]([CH2:17][CH2:18][CH2:19][CH3:20])[CH2:11][CH2:12][CH2:13][CH2:14][CH2:15][CH3:16])=O.[S:21]=[C:22]([C:24](=[S:26])[NH2:25])[NH2:23]. No catalyst specified. The product is [CH2:17]([CH:10]([CH2:11][CH2:12][CH2:13][CH2:14][CH2:15][CH3:16])[CH2:9][O:8][C:7]1[CH:6]=[CH:5][S:4][C:3]=1[C:1]1[S:21][C:22]2[N:23]=[C:1]([C:3]3[S:4][CH:5]=[CH:6][C:7]=3[O:8][CH2:9][CH:10]([CH2:17][CH2:18][CH2:19][CH3:20])[CH2:11][CH2:12][CH2:13][CH2:14][CH2:15][CH3:16])[S:26][C:24]=2[N:25]=1)[CH2:18][CH2:19][CH3:20]. The yield is 0.290. (4) The reactants are [N:1]1[CH:6]=[CH:5][CH:4]=[CH:3][C:2]=1[C:7]1[C:11]([CH2:12][O:13][C:14]2[CH:22]=[CH:21][C:17]([C:18]([OH:20])=O)=[CH:16][N:15]=2)=[CH:10][O:9][N:8]=1.[CH:23]1([NH2:26])[CH2:25][CH2:24]1. No catalyst specified. The product is [CH:23]1([NH:26][C:18](=[O:20])[C:17]2[CH:21]=[CH:22][C:14]([O:13][CH2:12][C:11]3[C:7]([C:2]4[CH:3]=[CH:4][CH:5]=[CH:6][N:1]=4)=[N:8][O:9][CH:10]=3)=[N:15][CH:16]=2)[CH2:25][CH2:24]1. The yield is 0.820. (5) The reactants are Br[C:2]1[CH:14]=[C:13]([CH:15]=[CH2:16])[CH:12]=[CH:11][C:3]=1[C:4]([O:6][C:7]([CH3:10])([CH3:9])[CH3:8])=[O:5].[Cu][C:18]#[N:19]. The catalyst is CN(C=O)C.O. The product is [C:18]([C:2]1[CH:14]=[C:13]([CH:15]=[CH2:16])[CH:12]=[CH:11][C:3]=1[C:4]([O:6][C:7]([CH3:10])([CH3:9])[CH3:8])=[O:5])#[N:19]. The yield is 0.720. (6) The reactants are BrBr.[C:3]([O-])(=O)[CH3:4].[Na+].[C:8]1([CH2:14][CH2:15][NH:16][C:17]([NH2:19])=[S:18])[CH:13]=[CH:12][CH:11]=[CH:10][CH:9]=1.C(=O)([O-])O.[Na+]. The catalyst is CO.CC(C)CC(=O)C. The product is [CH2:9]([C:3]1[N:19]=[C:17]([NH:16][CH2:15][CH2:14][C:8]2[CH:13]=[CH:12][CH:11]=[CH:10][CH:9]=2)[S:18][CH:4]=1)[CH:8]([CH3:14])[CH3:13]. The yield is 0.410. (7) The reactants are [Br:1][C:2]1[CH:7]=[CH:6][C:5]([OH:8])=[CH:4][CH:3]=1.[C:9](Cl)(=[O:14])[C:10]([CH3:13])([CH3:12])[CH3:11].C(N(CC)CC)C. The catalyst is C1COCC1. The product is [C:9]([O:8][C:5]1[CH:6]=[CH:7][C:2]([Br:1])=[CH:3][CH:4]=1)(=[O:14])[C:10]([CH3:13])([CH3:12])[CH3:11]. The yield is 1.00. (8) The reactants are [NH2:1][C:2]1[C:7]2[C:8]([C:18]([NH:20][CH3:21])=[O:19])=[C:9]([C:11]3[CH:16]=[CH:15][C:14]([F:17])=[CH:13][CH:12]=3)[O:10][C:6]=2[CH:5]=[CH:4][C:3]=1[C:22]1[CH:27]=[CH:26][CH:25]=[C:24]([C:28](=[O:39])[NH:29][C:30]([C:33]2[CH:38]=[CH:37][CH:36]=[CH:35][CH:34]=2)([CH3:32])[CH3:31])[CH:23]=1.[C:40](Cl)(=[O:42])[CH3:41]. The catalyst is N1C=CC=CC=1. The product is [C:40]([NH:1][C:2]1[C:7]2[C:8]([C:18]([NH:20][CH3:21])=[O:19])=[C:9]([C:11]3[CH:16]=[CH:15][C:14]([F:17])=[CH:13][CH:12]=3)[O:10][C:6]=2[CH:5]=[CH:4][C:3]=1[C:22]1[CH:27]=[CH:26][CH:25]=[C:24]([C:28](=[O:39])[NH:29][C:30]([C:33]2[CH:34]=[CH:35][CH:36]=[CH:37][CH:38]=2)([CH3:32])[CH3:31])[CH:23]=1)(=[O:42])[CH3:41]. The yield is 0.340.